Predict the product of the given reaction. From a dataset of Forward reaction prediction with 1.9M reactions from USPTO patents (1976-2016). (1) Given the reactants [OH:1][C:2]1[C:10]2[O:9][C:8]([CH3:11])=[C:7]([C:12]([C:14]3[CH:19]=[C:18]([O:20][CH3:21])[C:17]([O:22][CH3:23])=[C:16]([O:24][CH3:25])[CH:15]=3)=[O:13])[C:6]=2[CH:5]=[CH:4][C:3]=1[O:26][CH3:27].C(Br)(Br)(Br)Br.[CH2:33]([O:40][P:41]([O-:50])[O:42][CH2:43][C:44]1[CH:49]=[CH:48][CH:47]=[CH:46][CH:45]=1)[C:34]1[CH:39]=[CH:38][CH:37]=[CH:36][CH:35]=1.C(N(CC)CC)C, predict the reaction product. The product is: [P:41]([O:1][C:2]1[C:10]2[O:9][C:8]([CH3:11])=[C:7]([C:12](=[O:13])[C:14]3[CH:15]=[C:16]([O:24][CH3:25])[C:17]([O:22][CH3:23])=[C:18]([O:20][CH3:21])[CH:19]=3)[C:6]=2[CH:5]=[CH:4][C:3]=1[O:26][CH3:27])([O:40][CH2:33][C:34]1[CH:39]=[CH:38][CH:37]=[CH:36][CH:35]=1)([O:42][CH2:43][C:44]1[CH:49]=[CH:48][CH:47]=[CH:46][CH:45]=1)=[O:50]. (2) The product is: [OH:40][N:39]=[C:1]([C:4]1[CH:9]=[CH:8][CH:7]=[CH:6][C:5]=1[CH:10]1[O:14][N:13]=[C:12]([C:15]2[N:16]=[C:17]([CH:20]3[CH2:21][CH2:22][N:23]([C:26](=[O:38])[CH2:27][N:28]4[C:32]([CH3:33])=[CH:31][C:30]([C:34]([F:36])([F:37])[F:35])=[N:29]4)[CH2:24][CH2:25]3)[S:18][CH:19]=2)[CH2:11]1)[CH3:2]. Given the reactants [C:1]([C:4]1[CH:9]=[CH:8][CH:7]=[CH:6][C:5]=1[CH:10]1[O:14][N:13]=[C:12]([C:15]2[N:16]=[C:17]([CH:20]3[CH2:25][CH2:24][N:23]([C:26](=[O:38])[CH2:27][N:28]4[C:32]([CH3:33])=[CH:31][C:30]([C:34]([F:37])([F:36])[F:35])=[N:29]4)[CH2:22][CH2:21]3)[S:18][CH:19]=2)[CH2:11]1)(=O)[CH3:2].[NH2:39][OH:40].O, predict the reaction product. (3) Given the reactants [O:1]=[C:2]1[O:6][CH2:5][C@:4]2([CH2:10][CH2:9][C@H:8]([C:11]3[CH:16]=[CH:15][C:14]([CH2:17][C:18](O)=[O:19])=[CH:13][CH:12]=3)[CH2:7]2)[NH:3]1.[C:21](Cl)(=O)[C:22](Cl)=O.[Cl-].[Al+3].[Cl-].[Cl-], predict the reaction product. The product is: [O:19]=[C:18]1[CH2:22][CH2:21][C:15]2[CH:16]=[C:11]([C@H:8]3[CH2:9][CH2:10][C@@:4]4([NH:3][C:2](=[O:1])[O:6][CH2:5]4)[CH2:7]3)[CH:12]=[CH:13][C:14]=2[CH2:17]1. (4) Given the reactants [CH2:1]([C@@H:8]1[CH2:12][O:11][C:10](=[O:13])[N:9]1[C:14](=[O:19])[CH2:15][CH:16]([CH3:18])[CH3:17])[C:2]1[CH:7]=[CH:6][CH:5]=[CH:4][CH:3]=1.CCN(C(C)C)C(C)C.[O:29]1[CH2:34]CCOO1, predict the reaction product. The product is: [CH2:1]([C@@H:8]1[CH2:12][O:11][C:10](=[O:13])[N:9]1[C:14](=[O:19])[C@H:15]([CH2:34][OH:29])[CH:16]([CH3:17])[CH3:18])[C:2]1[CH:3]=[CH:4][CH:5]=[CH:6][CH:7]=1. (5) Given the reactants [N+:1]([C:4]1[CH:11]=[C:10]([O:12][CH2:13][CH2:14][CH2:15][Cl:16])[C:9]([O:17][CH3:18])=[CH:8][C:5]=1[C:6]#[N:7])([O-])=O.C1CCCCC=1, predict the reaction product. The product is: [NH2:1][C:4]1[CH:11]=[C:10]([O:12][CH2:13][CH2:14][CH2:15][Cl:16])[C:9]([O:17][CH3:18])=[CH:8][C:5]=1[C:6]#[N:7]. (6) Given the reactants [Cl:1][C:2]1[N:3]=[C:4](Cl)[C:5]2[N:11]=[C:10]([Cl:12])[N:9]=[C:8](Cl)[C:6]=2[N:7]=1.[CH2:15]([NH2:18])[CH2:16][CH3:17].O, predict the reaction product. The product is: [Cl:1][C:2]1[N:3]=[C:4]([NH:3][CH2:4][CH2:5][CH3:6])[C:5]2[N:11]=[C:10]([Cl:12])[N:9]=[C:8]([NH:18][CH2:15][CH2:16][CH3:17])[C:6]=2[N:7]=1.